This data is from Reaction yield outcomes from USPTO patents with 853,638 reactions. The task is: Predict the reaction yield, written as a fraction of the theoretical maximum amount of product (1.0 means a 100% yield; for example, 0.34 means a 34% yield). (1) No catalyst specified. The reactants are Cl[C:2]1[C:3]2[C:10](=[CH:11][C:12]3[NH:13][CH:14]=[N:15][C:16]=3[CH3:17])[C:9](=[O:18])[NH:8][C:4]=2[N:5]=[CH:6][N:7]=1.[Cl:19][C:20]1[CH:21]=[C:22]([NH2:27])[CH:23]=[CH:24][C:25]=1[F:26]. The yield is 0.230. The product is [Cl:19][C:20]1[CH:21]=[C:22]([NH:27][C:2]2[C:3]3[C:10](=[CH:11][C:12]4[NH:13][CH:14]=[N:15][C:16]=4[CH3:17])[C:9](=[O:18])[NH:8][C:4]=3[N:5]=[CH:6][N:7]=2)[CH:23]=[CH:24][C:25]=1[F:26]. (2) The reactants are [NH:1]1[CH2:6][CH2:5][CH2:4][C@H:3]([N:7]2[CH:11]=[C:10]([O:12][C:13]3[N:14]=[C:15]([OH:23])[C:16]4[CH:22]=[CH:21][N:20]=[CH:19][C:17]=4[N:18]=3)[CH:9]=[N:8]2)[CH2:2]1.[CH:24]1([C:27](Cl)=[O:28])[CH2:26][CH2:25]1. No catalyst specified. The product is [CH:24]1([C:27]([N:1]2[CH2:6][CH2:5][CH2:4][C@H:3]([N:7]3[CH:11]=[C:10]([O:12][C:13]4[N:14]=[C:15]([OH:23])[C:16]5[CH:22]=[CH:21][N:20]=[CH:19][C:17]=5[N:18]=4)[CH:9]=[N:8]3)[CH2:2]2)=[O:28])[CH2:26][CH2:25]1. The yield is 0.350. (3) The reactants are [F:1][C:2]1[CH:10]=[C:9]2[C:5]([CH2:6][CH2:7][N:8]2[C:11]([O:13][C:14]([CH3:17])([CH3:16])[CH3:15])=[O:12])=[CH:4][CH:3]=1.CN(CCN(C)C)C.[Li]C(CC)C.[C:31](=[O:33])=[O:32]. The catalyst is CCOCC.O. The product is [CH3:15][C:14]([O:13][C:11]([N:8]1[C:9]2[C:5](=[CH:4][CH:3]=[C:2]([F:1])[C:10]=2[C:31]([OH:33])=[O:32])[CH2:6][CH2:7]1)=[O:12])([CH3:17])[CH3:16]. The yield is 0.770. (4) The reactants are C[O:2][C:3]1[CH:8]=[CH:7][C:6]([O:9][CH2:10][C:11]2[CH:16]=[CH:15][C:14]([O:17][CH3:18])=[CH:13][CH:12]=2)=[CH:5][N:4]=1.[Cl:19][C:20]1[CH:27]=[CH:26][C:23]([CH2:24]Cl)=[CH:22][CH:21]=1.[Na+].[I-]. The catalyst is C(#N)C. The product is [Cl:19][C:20]1[CH:27]=[CH:26][C:23]([CH2:24][N:4]2[CH:5]=[C:6]([O:9][CH2:10][C:11]3[CH:16]=[CH:15][C:14]([O:17][CH3:18])=[CH:13][CH:12]=3)[CH:7]=[CH:8][C:3]2=[O:2])=[CH:22][CH:21]=1. The yield is 0.290. (5) The reactants are [C:1]([O:5][C:6]([N:8]1[CH2:13][CH2:12][NH:11][CH2:10][CH2:9]1)=[O:7])([CH3:4])([CH3:3])[CH3:2].[CH2:14](Br)[C:15]#[CH:16].C(=O)([O-])[O-].[K+].[K+].[Br-]. The catalyst is C(#N)C.ClCCl. The product is [C:1]([O:5][C:6]([N:8]1[CH2:13][CH2:12][N:11]([CH2:16][C:15]#[CH:14])[CH2:10][CH2:9]1)=[O:7])([CH3:4])([CH3:2])[CH3:3]. The yield is 0.460. (6) The reactants are [C:1]([NH:4][NH:5][C:6]([C:8]1[C:9]([N:17]2[CH2:22][CH2:21][N:20](C(OC(C)(C)C)=O)[CH2:19][CH2:18]2)=[C:10]2[CH:16]=[CH:15][NH:14][C:11]2=[N:12][CH:13]=1)=[O:7])(=O)[CH3:2]. The catalyst is O=P(Cl)(Cl)Cl. The product is [CH3:2][C:1]1[O:7][C:6]([C:8]2[C:9]([N:17]3[CH2:22][CH2:21][NH:20][CH2:19][CH2:18]3)=[C:10]3[CH:16]=[CH:15][NH:14][C:11]3=[N:12][CH:13]=2)=[N:5][N:4]=1. The yield is 1.25. (7) The reactants are [OH:1][CH2:2][C:3]1([C:16]([O:18][CH3:19])=[O:17])[CH2:8][CH2:7][N:6]([C:9]([O:11][C:12]([CH3:15])([CH3:14])[CH3:13])=[O:10])[CH2:5][CH2:4]1.[F:20][C:21]1[CH:26]=[CH:25][CH:24]=[CH:23][C:22]=1O.C1(P(C2C=CC=CC=2)C2C=CC=CC=2)C=CC=CC=1.N(C(OC(C)C)=O)=NC(OC(C)C)=O. The catalyst is O1CCCC1. The product is [F:20][C:21]1[CH:26]=[CH:25][CH:24]=[CH:23][C:22]=1[O:1][CH2:2][C:3]1([C:16]([O:18][CH3:19])=[O:17])[CH2:4][CH2:5][N:6]([C:9]([O:11][C:12]([CH3:14])([CH3:15])[CH3:13])=[O:10])[CH2:7][CH2:8]1. The yield is 0.770.